From a dataset of Full USPTO retrosynthesis dataset with 1.9M reactions from patents (1976-2016). Predict the reactants needed to synthesize the given product. (1) Given the product [C:16]([N:11]1[C:12]2[C:8](=[CH:7][C:6]([C:1](=[O:5])[CH:2]([CH3:4])[CH3:3])=[CH:14][CH:13]=2)[C:9](=[C:26]([O:25][CH2:24][CH3:23])[C:27]2[CH:32]=[CH:31][CH:30]=[CH:29][CH:28]=2)[C:10]1=[O:15])(=[O:18])[CH3:17], predict the reactants needed to synthesize it. The reactants are: [C:1]([C:6]1[CH:7]=[C:8]2[C:12](=[CH:13][CH:14]=1)[NH:11][C:10](=[O:15])[CH2:9]2)(=[O:5])[CH:2]([CH3:4])[CH3:3].[C:16](OC(=O)C)(=[O:18])[CH3:17].[CH3:23][CH2:24][O:25][C:26](OCC)(OCC)[C:27]1[CH:32]=[CH:31][CH:30]=[CH:29][CH:28]=1. (2) The reactants are: [F:1][C:2]1[CH:3]=[C:4]([CH2:9][OH:10])[CH:5]=[CH:6][C:7]=1[F:8].Cl[C:12]1[CH:29]=[C:16]2[N:17](C(OC(C)(C)C)=O)[C@@H:18]([CH3:21])[CH2:19][CH2:20][N:15]2[C:14](=[O:30])[N:13]=1. Given the product [F:1][C:2]1[CH:3]=[C:4]([CH:5]=[CH:6][C:7]=1[F:8])[CH2:9][O:10][C:12]1[CH:29]=[C:16]2[NH:17][C@@H:18]([CH3:21])[CH2:19][CH2:20][N:15]2[C:14](=[O:30])[N:13]=1, predict the reactants needed to synthesize it. (3) The reactants are: [F:1][C:2]1[CH:7]=[CH:6][C:5]([CH:8]([C:20]2[CH:25]=[CH:24][C:23]([F:26])=[CH:22][CH:21]=2)[CH2:9][CH2:10][CH2:11][N:12]2[CH2:17][CH2:16][C:15](O)(O)[CH2:14][CH2:13]2)=[CH:4][CH:3]=1.Cl.[F:28][C:29]([F:40])([F:39])[C:30]1[CH:31]=[C:32]([CH:36]=[CH:37][CH:38]=1)[CH2:33][O:34][NH2:35].C([O-])(=O)C.[Na+]. Given the product [F:28][C:29]([F:39])([F:40])[C:30]1[CH:31]=[C:32]([CH:36]=[CH:37][CH:38]=1)[CH2:33][O:34][N:35]=[C:15]1[CH2:16][CH2:17][N:12]([CH2:11][CH2:10][CH2:9][CH:8]([C:20]2[CH:25]=[CH:24][C:23]([F:26])=[CH:22][CH:21]=2)[C:5]2[CH:6]=[CH:7][C:2]([F:1])=[CH:3][CH:4]=2)[CH2:13][CH2:14]1, predict the reactants needed to synthesize it. (4) Given the product [C:1]([O:9][C:10]1[CH:11]=[CH:12][C:13]([OH:16])=[C:14]([N+:17]([O-:19])=[O:18])[CH:15]=1)(=[O:8])[C:2]1[CH:3]=[CH:4][CH:5]=[CH:6][CH:7]=1, predict the reactants needed to synthesize it. The reactants are: [C:1]([O:9][C:10]1[CH:15]=[CH:14][C:13]([OH:16])=[CH:12][CH:11]=1)(=[O:8])[C:2]1[CH:7]=[CH:6][CH:5]=[CH:4][CH:3]=1.[N+:17]([O-])([OH:19])=[O:18]. (5) The reactants are: Br[C:2]1[CH:3]=[CH:4][C:5]2[O:11][CH2:10][CH2:9][N:8]3[C:12]([C:18]([NH:20][CH3:21])=[O:19])=[C:13]([C:15]([NH2:17])=[O:16])[N:14]=[C:7]3[C:6]=2[CH:22]=1.[C:23]([C:25]1([OH:29])[CH2:28][CH2:27][CH2:26]1)#[CH:24]. Given the product [OH:29][C:25]1([C:23]#[C:24][C:2]2[CH:3]=[CH:4][C:5]3[O:11][CH2:10][CH2:9][N:8]4[C:12]([C:18]([NH:20][CH3:21])=[O:19])=[C:13]([C:15]([NH2:17])=[O:16])[N:14]=[C:7]4[C:6]=3[CH:22]=2)[CH2:28][CH2:27][CH2:26]1, predict the reactants needed to synthesize it. (6) The reactants are: [CH3:1][N:2]1[C:10]2[CH:9]=[C:8]([N:11]3[CH:16]=[CH:15][C:14]([C:17]4[CH:18]=[N:19][C:20]([C:23]([F:26])([F:25])[F:24])=[CH:21][CH:22]=4)=[CH:13][C:12]3=[O:27])[CH:7]=[CH:6][C:5]=2[C:4]2[CH2:28][N:29](C(OC(C)(C)C)=O)[CH2:30][CH2:31][CH2:32][C:3]1=2.[ClH:40]. Given the product [ClH:40].[CH3:1][N:2]1[C:10]2[CH:9]=[C:8]([N:11]3[CH:16]=[CH:15][C:14]([C:17]4[CH:18]=[N:19][C:20]([C:23]([F:24])([F:25])[F:26])=[CH:21][CH:22]=4)=[CH:13][C:12]3=[O:27])[CH:7]=[CH:6][C:5]=2[C:4]2[CH2:28][NH:29][CH2:30][CH2:31][CH2:32][C:3]1=2, predict the reactants needed to synthesize it.